From a dataset of Forward reaction prediction with 1.9M reactions from USPTO patents (1976-2016). Predict the product of the given reaction. (1) Given the reactants [NH2:1][C:2]1[CH:3]=[CH:4][C:5]([F:18])=[C:6]([C@:8]2([CH3:17])[C:13]([F:15])([F:14])[CH2:12][O:11][C:10]([NH2:16])=[N:9]2)[CH:7]=1.[F:19][C:20]([F:31])([F:30])[C:21]1[N:22]=[CH:23][C:24]([C:27](O)=[O:28])=[N:25][CH:26]=1, predict the reaction product. The product is: [NH2:16][C:10]1[O:11][CH2:12][C:13]([F:14])([F:15])[C@:8]([C:6]2[CH:7]=[C:2]([NH:1][C:27]([C:24]3[CH:23]=[N:22][C:21]([C:20]([F:30])([F:19])[F:31])=[CH:26][N:25]=3)=[O:28])[CH:3]=[CH:4][C:5]=2[F:18])([CH3:17])[N:9]=1. (2) The product is: [N+:12]([C:4]1[CH:3]=[C:2]([C:15]2[CH:20]=[CH:19][CH:18]=[CH:17][CH:16]=2)[CH:11]=[CH:10][C:5]=1[C:6]([O:8][CH3:9])=[O:7])([O-:14])=[O:13]. Given the reactants Cl[C:2]1[CH:11]=[CH:10][C:5]([C:6]([O:8][CH3:9])=[O:7])=[C:4]([N+:12]([O-:14])=[O:13])[CH:3]=1.[C:15]1(B(O)O)[CH:20]=[CH:19][CH:18]=[CH:17][CH:16]=1.[F-].[Cs+].O, predict the reaction product. (3) Given the reactants [CH3:1][O:2][CH2:3][CH2:4][O-].[Na+].Cl.Cl[CH2:9][C:10]1[C:19]2[C:14](=[CH:15][CH:16]=[C:17]([CH2:20][CH3:21])[CH:18]=2)[CH2:13][CH2:12][N:11]=1, predict the reaction product. The product is: [CH2:20]([C:17]1[CH:18]=[C:19]2[C:14]([CH2:13][CH2:12][N:11]=[C:10]2[CH2:9][CH2:4][CH2:3][O:2][CH3:1])=[CH:15][CH:16]=1)[CH3:21]. (4) Given the reactants [Br:1][C:2]1[CH:7]=[CH:6][C:5]([CH:8]([CH:19]2[CH2:23][CH2:22][CH2:21][CH2:20]2)[CH2:9][C:10]([C:12]2[CH:13]=[CH:14][C:15](=[O:18])[NH:16][CH:17]=2)=[O:11])=[CH:4][CH:3]=1.IC.[C:26](=O)([O-])[O-].[K+].[K+], predict the reaction product. The product is: [Br:1][C:2]1[CH:3]=[CH:4][C:5]([CH:8]([CH:19]2[CH2:23][CH2:22][CH2:21][CH2:20]2)[CH2:9][C:10]([C:12]2[CH:13]=[CH:14][C:15](=[O:18])[N:16]([CH3:26])[CH:17]=2)=[O:11])=[CH:6][CH:7]=1. (5) Given the reactants [N:1]12[CH2:8][CH2:7][CH:4]([CH2:5][CH2:6]1)[C@@H:3]([O:9][C:10](=[O:25])[C@@H:11]([C:19]1[CH:24]=[CH:23][CH:22]=[CH:21][CH:20]=1)[NH:12][C:13]1[CH:18]=[CH:17][CH:16]=[CH:15][CH:14]=1)[CH2:2]2.[Br:26][CH2:27][C:28]([C:30]1[N:31]=[C:32]([CH3:35])[S:33][CH:34]=1)=[O:29].CC(O)C, predict the reaction product. The product is: [Br-:26].[CH3:35][C:32]1[S:33][CH:34]=[C:30]([C:28](=[O:29])[CH2:27][N+:1]23[CH2:6][CH2:5][CH:4]([CH2:7][CH2:8]2)[C@@H:3]([O:9][C:10](=[O:25])[C@@H:11]([C:19]2[CH:24]=[CH:23][CH:22]=[CH:21][CH:20]=2)[NH:12][C:13]2[CH:18]=[CH:17][CH:16]=[CH:15][CH:14]=2)[CH2:2]3)[N:31]=1. (6) The product is: [C:27]([O:26][C:24]([N:23]1[CH:15]2[CH2:16][O:17][CH2:18][CH:19]1[C:20]1[CH:3]=[N:4][O:22][C:21]=1[CH:14]2[OH:13])=[O:25])([CH3:30])([CH3:29])[CH3:28]. Given the reactants C12NC(COC1)CC1O[N:4]=[CH:3]C2=1.[OH:13][CH:14]1[C:21](=[O:22])[CH2:20][CH:19]2[N:23]([C:24]([O:26][C:27]([CH3:30])([CH3:29])[CH3:28])=[O:25])[CH:15]1[CH2:16][O:17][CH2:18]2, predict the reaction product. (7) The product is: [S:19]1[CH:20]=[CH:21][C:17]([CH2:16][O:3][CH2:4][C:5]2[O:9][N:8]=[C:7]([C:10]([O:12][CH2:13][CH3:14])=[O:11])[CH:6]=2)=[CH:18]1. Given the reactants [H-].[Na+].[OH:3][CH2:4][C:5]1[O:9][N:8]=[C:7]([C:10]([O:12][CH2:13][CH3:14])=[O:11])[CH:6]=1.Br[CH2:16][C:17]1[CH:21]=[CH:20][S:19][CH:18]=1.[Cl-].[NH4+], predict the reaction product.